From a dataset of Peptide-MHC class I binding affinity with 185,985 pairs from IEDB/IMGT. Regression. Given a peptide amino acid sequence and an MHC pseudo amino acid sequence, predict their binding affinity value. This is MHC class I binding data. The peptide sequence is FSDVSHWWQ. The MHC is HLA-B38:01 with pseudo-sequence HLA-B38:01. The binding affinity (normalized) is 0.0847.